From a dataset of Full USPTO retrosynthesis dataset with 1.9M reactions from patents (1976-2016). Predict the reactants needed to synthesize the given product. (1) Given the product [C:1]([NH:4][C:5]1[S:6][CH:7]=[C:8]([C:10]([NH:25][C:26]2[CH:27]=[CH:28][C:29]([CH2:30][NH:31][C:32]([NH:34][NH:35][C:36]([O:38][C:39]([CH3:40])([CH3:41])[CH3:42])=[O:37])=[O:33])=[CH:43][CH:44]=2)=[O:12])[N:9]=1)(=[O:3])[CH3:2], predict the reactants needed to synthesize it. The reactants are: [C:1]([NH:4][C:5]1[S:6][CH:7]=[C:8]([C:10]([OH:12])=O)[N:9]=1)(=[O:3])[CH3:2].C(N1C=CN=C1)(N1C=CN=C1)=O.[NH2:25][C:26]1[CH:44]=[CH:43][C:29]([CH2:30][NH:31][C:32]([NH:34][NH:35][C:36]([O:38][C:39]([CH3:42])([CH3:41])[CH3:40])=[O:37])=[O:33])=[CH:28][CH:27]=1.O. (2) Given the product [Br:35][C:19]1[CH:18]=[C:17]([NH:20][S:21]([C:24]2[CH:29]=[CH:28][C:27]([C@H:30]([CH3:33])[CH2:31][F:32])=[CH:26][CH:25]=2)(=[O:23])=[O:22])[C:16]([CH3:34])=[N:15][C:14]=1[N:11]1[CH2:12][CH2:13][NH:8][CH2:9][CH2:10]1, predict the reactants needed to synthesize it. The reactants are: C(OC([N:8]1[CH2:13][CH2:12][N:11]([C:14]2[CH:19]=[CH:18][C:17]([NH:20][S:21]([C:24]3[CH:29]=[CH:28][C:27]([C@H:30]([CH3:33])[CH2:31][F:32])=[CH:26][CH:25]=3)(=[O:23])=[O:22])=[C:16]([CH3:34])[N:15]=2)[CH2:10][CH2:9]1)=O)(C)(C)C.[Br:35]N1C(=O)CCC1=O. (3) The reactants are: N[CH2:2][CH2:3][N:4]1[C:12]2[C:7](=[CH:8][CH:9]=[CH:10][CH:11]=2)[C:6]([C:13](=[O:30])[CH:14]([NH:21][C:22]2[CH:27]=[CH:26][CH:25]=[C:24]([O:28][CH3:29])[CH:23]=2)[C:15]2[CH:20]=[CH:19][CH:18]=[CH:17][CH:16]=2)=[CH:5]1.[CH2:31]=O.O.[C:34]([BH3-])#[N:35].[Na+]. Given the product [CH3:31][N:35]([CH3:34])[CH2:2][CH2:3][N:4]1[C:12]2[C:7](=[CH:8][CH:9]=[CH:10][CH:11]=2)[C:6]([C:13](=[O:30])[CH:14]([NH:21][C:22]2[CH:27]=[CH:26][CH:25]=[C:24]([O:28][CH3:29])[CH:23]=2)[C:15]2[CH:20]=[CH:19][CH:18]=[CH:17][CH:16]=2)=[CH:5]1, predict the reactants needed to synthesize it. (4) Given the product [Si:19]([O:26][CH2:27][C@H:28]1[CH2:39][CH2:38][C:37]2[S:36][C:35]3[N:34]=[CH:33][N:32]=[C:31]([O:1][CH:2]4[CH2:7][CH2:6][C:5]([NH:9][C:10](=[O:16])[O:11][C:12]([CH3:15])([CH3:14])[CH3:13])([CH3:8])[CH2:4][CH2:3]4)[C:30]=3[C:29]1=2)([C:22]([CH3:25])([CH3:23])[CH3:24])([CH3:21])[CH3:20], predict the reactants needed to synthesize it. The reactants are: [OH:1][CH:2]1[CH2:7][CH2:6][C:5]([NH:9][C:10](=[O:16])[O:11][C:12]([CH3:15])([CH3:14])[CH3:13])([CH3:8])[CH2:4][CH2:3]1.[H-].[Na+].[Si:19]([O:26][CH2:27][C@H:28]1[CH2:39][CH2:38][C:37]2[S:36][C:35]3[N:34]=[CH:33][N:32]=[C:31](Cl)[C:30]=3[C:29]1=2)([C:22]([CH3:25])([CH3:24])[CH3:23])([CH3:21])[CH3:20]. (5) Given the product [CH3:8][O:9][CH2:10][CH2:11][N:12]1[CH:6]([C:2]2[S:1][CH:5]=[CH:4][CH:3]=2)[CH:14]([C:13]([NH:36][C:33]2[CH:32]=[C:31]([C:25]3[CH:30]=[CH:29][CH:28]=[CH:27][CH:26]=3)[NH:35][N:34]=2)=[O:24])[C:15]2[C:16](=[CH:20][CH:21]=[CH:22][CH:23]=2)[C:17]1=[O:19], predict the reactants needed to synthesize it. The reactants are: [S:1]1[CH:5]=[CH:4][CH:3]=[C:2]1[CH:6]=O.[CH3:8][O:9][CH2:10][CH2:11][NH2:12].[C:13]1(=[O:24])[O:19][C:17](=O)[C:16]2=[CH:20][CH:21]=[CH:22][CH:23]=[C:15]2[CH2:14]1.[C:25]1([C:31]2[NH:35][N:34]=[C:33]([NH2:36])[CH:32]=2)[CH:30]=[CH:29][CH:28]=[CH:27][CH:26]=1. (6) The reactants are: [CH3:1][O:2][C:3]1[C:11]2[O:10][CH:9]=[C:8]([CH2:12][CH2:13]I)[C:7]=2[CH:6]=[CH:5][CH:4]=1.[Cl:15][C:16]1[CH:17]=[C:18]2[C:23](=[C:24]([N:26]3[CH2:31][CH2:30][NH:29][CH2:28][CH2:27]3)[CH:25]=1)[N:22]=[CH:21][CH:20]=[CH:19]2. Given the product [CH3:1][O:2][C:3]1[C:11]2[O:10][CH:9]=[C:8]([CH2:12][CH2:13][N:29]3[CH2:30][CH2:31][N:26]([C:24]4[CH:25]=[C:16]([Cl:15])[CH:17]=[C:18]5[C:23]=4[N:22]=[CH:21][CH:20]=[CH:19]5)[CH2:27][CH2:28]3)[C:7]=2[CH:6]=[CH:5][CH:4]=1.[ClH:15], predict the reactants needed to synthesize it. (7) Given the product [F:3][C:4]1[CH:5]=[CH:6][C:7](/[C:10](=[N:16]/[O:17][CH2:19][C:20]2[CH:21]=[CH:22][C:23]([O:24][CH2:25][C:26]3[N:27]=[C:28]([C:32]4[CH:37]=[CH:36][CH:35]=[CH:34][CH:33]=4)[O:29][C:30]=3[CH3:31])=[CH:38][CH:39]=2)/[C:11]([OH:13])=[O:12])=[CH:8][CH:9]=1, predict the reactants needed to synthesize it. The reactants are: [H-].[Na+].[F:3][C:4]1[CH:9]=[CH:8][C:7](/[C:10](=[N:16]/[OH:17])/[C:11]([O:13]CC)=[O:12])=[CH:6][CH:5]=1.Cl[CH2:19][C:20]1[CH:39]=[CH:38][C:23]([O:24][CH2:25][C:26]2[N:27]=[C:28]([C:32]3[CH:37]=[CH:36][CH:35]=[CH:34][CH:33]=3)[O:29][C:30]=2[CH3:31])=[CH:22][CH:21]=1.Cl.C(=O)(O)[O-].[Na+]. (8) Given the product [C:34]([O:33][C:31]([NH:30][CH:26]([CH2:25][NH:24][C:22]1[C:64]([N+:70]([O-:72])=[O:71])=[CH:69][CH:68]=[CH:67][N:66]=1)[C:27]([OH:29])=[O:28])=[O:32])([CH3:35])([CH3:36])[CH3:37], predict the reactants needed to synthesize it. The reactants are: C1(NC2CCCCC2)CCCCC1.C(O[C:22]([NH:24][CH2:25][CH:26]([NH:30][C:31]([O:33][C:34]([CH3:37])([CH3:36])[CH3:35])=[O:32])[C:27]([OH:29])=[O:28])=O)C1C=CC=CC=1.COC(=O)CN1C2C=CC=CC=2NC[C@H](NC(OC(C)(C)C)=O)C1=O.Cl[C:64]1([N+:70]([O-:72])=[O:71])[CH:69]=[CH:68][CH:67]=[N:66]C1. (9) Given the product [N:25]([CH:6]1[CH:7]2[O:13][CH2:12][CH:11]([N:14]3[C:22](=[O:23])[C:21]4[C:16](=[CH:17][CH:18]=[CH:19][CH:20]=4)[C:15]3=[O:24])[CH:8]2[O:9][CH2:10]1)=[N+:26]=[N-:27], predict the reactants needed to synthesize it. The reactants are: CS(O[CH:6]1[CH2:10][O:9][CH:8]2[CH:11]([N:14]3[C:22](=[O:23])[C:21]4[C:16](=[CH:17][CH:18]=[CH:19][CH:20]=4)[C:15]3=[O:24])[CH2:12][O:13][CH:7]12)(=O)=O.[N:25]([Na])=[N+:26]=[N-:27]. (10) Given the product [Cl:1][C:2]1[CH:3]=[CH:4][C:5]2[CH:9]=[C:8]([S:10]([N:13]3[CH2:18][CH2:17][N:16]([CH2:19][C:20]4[S:21][C:22]5[CH2:28][CH2:27][CH2:26][C:25](=[N:33][OH:34])[C:23]=5[N:24]=4)[C:15](=[O:30])[CH2:14]3)(=[O:12])=[O:11])[S:7][C:6]=2[CH:31]=1, predict the reactants needed to synthesize it. The reactants are: [Cl:1][C:2]1[CH:3]=[CH:4][C:5]2[CH:9]=[C:8]([S:10]([N:13]3[CH2:18][CH2:17][N:16]([CH2:19][C:20]4[S:21][C:22]5[CH2:28][CH2:27][CH2:26][C:25](=O)[C:23]=5[N:24]=4)[C:15](=[O:30])[CH2:14]3)(=[O:12])=[O:11])[S:7][C:6]=2[CH:31]=1.Cl.[NH2:33][OH:34].C([O-])(=O)C.[Na+].CCO.